Dataset: Full USPTO retrosynthesis dataset with 1.9M reactions from patents (1976-2016). Task: Predict the reactants needed to synthesize the given product. Given the product [CH3:15][O:14][C:10]1[CH:9]=[C:8]([C:5]2[CH:6]=[N:7][C:2]([N:17]3[CH2:22][CH2:21][O:20][CH2:19][CH2:18]3)=[CH:3][C:4]=2[NH2:16])[CH:13]=[CH:12][N:11]=1, predict the reactants needed to synthesize it. The reactants are: Cl[C:2]1[N:7]=[CH:6][C:5]([C:8]2[CH:13]=[CH:12][N:11]=[C:10]([O:14][CH3:15])[CH:9]=2)=[C:4]([NH2:16])[CH:3]=1.[NH:17]1[CH2:22][CH2:21][O:20][CH2:19][CH2:18]1.C1(P(C2CCCCC2)C2C=CC=CC=2C2C(C(C)C)=CC(C(C)C)=CC=2C(C)C)CCCCC1.C[Si]([N-][Si](C)(C)C)(C)C.[Li+].